Task: Predict which catalyst facilitates the given reaction.. Dataset: Catalyst prediction with 721,799 reactions and 888 catalyst types from USPTO (1) Reactant: [F:1][C:2]1[CH:32]=[C:31]([F:33])[CH:30]=[CH:29][C:3]=1[CH2:4][N:5]1[C:10](=[O:11])[CH2:9][CH2:8][C:7]([CH2:12][C:13]2[C:21]3[C:16](=[CH:17][CH:18]=[C:19]([F:22])[CH:20]=3)[N:15]([CH2:23][C:24]([O:26]C)=[O:25])[C:14]=2[CH3:28])=[N:6]1.O.[OH-].[Li+].Cl. Product: [F:1][C:2]1[CH:32]=[C:31]([F:33])[CH:30]=[CH:29][C:3]=1[CH2:4][N:5]1[C:10](=[O:11])[CH2:9][CH2:8][C:7]([CH2:12][C:13]2[C:21]3[C:16](=[CH:17][CH:18]=[C:19]([F:22])[CH:20]=3)[N:15]([CH2:23][C:24]([OH:26])=[O:25])[C:14]=2[CH3:28])=[N:6]1. The catalyst class is: 193. (2) Reactant: [Cl:1][C:2]1[CH:7]=[CH:6][C:5]([C:8]2[N:13]=[CH:12][C:11](=[O:14])[NH:10][N:9]=2)=[CH:4][CH:3]=1.[H-].[Na+].Cl[CH2:18][C:19]#[C:20][CH2:21][CH3:22]. Product: [CH2:18]([N:10]1[C:11](=[O:14])[CH:12]=[N:13][C:8]([C:5]2[CH:4]=[CH:3][C:2]([Cl:1])=[CH:7][CH:6]=2)=[N:9]1)[C:19]#[C:20][CH2:21][CH3:22]. The catalyst class is: 3. (3) Reactant: C([Mg]Cl)(C)C.CN(C)CCOCCN(C)C.I[C:18]1[CH:23]=[CH:22][C:21]([C:24]([N:26]2[CH2:31][CH2:30][O:29][CH2:28][CH2:27]2)=[O:25])=[CH:20][CH:19]=1.[B:32](OC)([O:35]C)[O:33]C. Product: [N:26]1([C:24]([C:21]2[CH:22]=[CH:23][C:18]([B:32]([OH:35])[OH:33])=[CH:19][CH:20]=2)=[O:25])[CH2:31][CH2:30][O:29][CH2:28][CH2:27]1. The catalyst class is: 1. (4) Reactant: [F:1][C:2]1[CH:3]=[C:4]([CH:31]=[C:32]([F:34])[CH:33]=1)[CH2:5][C@H:6]([NH:22][C:23](=[O:30])[CH2:24][CH2:25][CH2:26][C:27]([OH:29])=[O:28])[C@H:7]([OH:21])[CH2:8][NH:9][C:10]1([C:13]2[CH:18]=[CH:17][CH:16]=[C:15]([CH2:19][CH3:20])[CH:14]=2)[CH2:12][CH2:11]1.[CH2:35](Cl)[CH2:36]Cl.[CH:39]1[CH:40]=C[C:42]2[N:47](O)N=[N:45][C:43]=2[CH:44]=1. Product: [N:47]12[CH2:36][CH2:35][CH:44]([CH2:39][CH2:40]1)[C@H:43]([NH:45][C:27](=[O:29])[CH2:26][CH2:25][CH2:24][C:23]([NH:22][C@@H:6]([CH2:5][C:4]1[CH:31]=[C:32]([F:34])[CH:33]=[C:2]([F:1])[CH:3]=1)[C@H:7]([OH:21])[CH2:8][NH:9][C:10]1([C:13]3[CH:18]=[CH:17][CH:16]=[C:15]([CH2:19][CH3:20])[CH:14]=3)[CH2:11][CH2:12]1)=[O:30])[CH2:42]2.[CH:27]([OH:29])=[O:28]. The catalyst class is: 3. (5) Reactant: [F:1][C:2]1[C:7]([CH3:8])=[CH:6][CH:5]=[C:4]([F:9])[C:3]=1[OH:10].[C:11]1(B(O)O)[CH:16]=[CH:15][CH:14]=[CH:13][CH:12]=1.N1C=CC=CC=1.[N+]1([O-])C=CC=CC=1. Product: [F:1][C:2]1[C:3]([O:10][C:11]2[CH:16]=[CH:15][CH:14]=[CH:13][CH:12]=2)=[C:4]([F:9])[CH:5]=[CH:6][C:7]=1[CH3:8]. The catalyst class is: 302.